From a dataset of NCI-60 drug combinations with 297,098 pairs across 59 cell lines. Regression. Given two drug SMILES strings and cell line genomic features, predict the synergy score measuring deviation from expected non-interaction effect. (1) Drug 1: C1=CN(C(=O)N=C1N)C2C(C(C(O2)CO)O)O.Cl. Drug 2: C(CN)CNCCSP(=O)(O)O. Cell line: NCIH23. Synergy scores: CSS=52.0, Synergy_ZIP=-0.746, Synergy_Bliss=-2.56, Synergy_Loewe=-57.4, Synergy_HSA=-4.45. (2) Drug 1: CCN(CC)CCCC(C)NC1=C2C=C(C=CC2=NC3=C1C=CC(=C3)Cl)OC. Drug 2: CCC1(C2=C(COC1=O)C(=O)N3CC4=CC5=C(C=CC(=C5CN(C)C)O)N=C4C3=C2)O.Cl. Cell line: SF-539. Synergy scores: CSS=43.3, Synergy_ZIP=0.443, Synergy_Bliss=0.556, Synergy_Loewe=-17.2, Synergy_HSA=0.995. (3) Drug 1: C1C(C(OC1N2C=C(C(=O)NC2=O)F)CO)O. Drug 2: C1=NNC2=C1C(=O)NC=N2. Cell line: A549. Synergy scores: CSS=49.2, Synergy_ZIP=-1.34, Synergy_Bliss=-1.09, Synergy_Loewe=-67.5, Synergy_HSA=-1.34.